This data is from Forward reaction prediction with 1.9M reactions from USPTO patents (1976-2016). The task is: Predict the product of the given reaction. (1) Given the reactants [OH-].[Na+].C([O:5][C:6](=[O:15])[C:7]1[C:12]([Cl:13])=[CH:11][C:10]([Cl:14])=[N:9][CH:8]=1)C.C1COCC1.Cl, predict the reaction product. The product is: [Cl:13][C:12]1[C:7]([C:6]([OH:15])=[O:5])=[CH:8][N:9]=[C:10]([Cl:14])[CH:11]=1. (2) Given the reactants [CH3:1][O:2][C:3](=[O:19])[CH:4]([O:16][CH2:17][CH3:18])[CH2:5][C:6]1[C:11]2[S:12][CH:13]=[CH:14][C:10]=2[C:9]([OH:15])=[CH:8][CH:7]=1.[F:20][C:21]1[CH:26]=[CH:25][C:24]([C:27]2[O:28][C:29]([CH3:35])=[C:30]([CH2:32][CH2:33]O)[N:31]=2)=[CH:23][CH:22]=1.C1(P(C2C=CC=CC=2)C2C=CC=CC=2)C=CC=CC=1.N(C(OCC)=O)=NC(OCC)=O, predict the reaction product. The product is: [CH3:1][O:2][C:3](=[O:19])[CH:4]([O:16][CH2:17][CH3:18])[CH2:5][C:6]1[C:11]2[S:12][CH:13]=[CH:14][C:10]=2[C:9]([O:15][CH2:33][CH2:32][C:30]2[N:31]=[C:27]([C:24]3[CH:25]=[CH:26][C:21]([F:20])=[CH:22][CH:23]=3)[O:28][C:29]=2[CH3:35])=[CH:8][CH:7]=1. (3) The product is: [OH:2][C:3]1[CH:4]=[CH:5][C:6]([O:7][CH2:8][C:9]([O:11][CH2:12][CH3:13])=[O:10])=[CH:14][CH:15]=1. Given the reactants C[O:2][C:3]1[CH:15]=[CH:14][C:6]([O:7][CH2:8][C:9]([O:11][CH2:12][CH3:13])=[O:10])=[CH:5][CH:4]=1, predict the reaction product. (4) Given the reactants [C:1]([O:5][CH:6]([C:12]1[C:16]([C:17]2[CH:18]=[CH:19][C:20]3[O:25][CH2:24][CH2:23][CH2:22][C:21]=3[CH:26]=2)=[C:15](Cl)[S:14][C:13]=1[CH3:28])[C:7]([O:9][CH2:10][CH3:11])=[O:8])([CH3:4])([CH3:3])[CH3:2].[C:29]1(B2OC(C)(C)C(C)(C)O2)[CH:34]=[CH:33][CH:32]=[CH:31][CH:30]=1.C(=O)([O-])[O-].[K+].[K+], predict the reaction product. The product is: [C:1]([O:5][CH:6]([C:12]1[C:16]([C:17]2[CH:18]=[CH:19][C:20]3[O:25][CH2:24][CH2:23][CH2:22][C:21]=3[CH:26]=2)=[C:15]([C:29]2[CH:34]=[CH:33][CH:32]=[CH:31][CH:30]=2)[S:14][C:13]=1[CH3:28])[C:7]([O:9][CH2:10][CH3:11])=[O:8])([CH3:4])([CH3:3])[CH3:2]. (5) The product is: [ClH:20].[NH2:7][C@@H:8]([CH2:9][C:10]1[CH:11]=[CH:12][C:13]([OH:16])=[CH:14][CH:15]=1)[CH2:17][OH:18]. Given the reactants C(OC(=O)[NH:7][C@H:8]([CH2:17][OH:18])[CH2:9][C:10]1[CH:15]=[CH:14][C:13]([OH:16])=[CH:12][CH:11]=1)(C)(C)C.[ClH:20], predict the reaction product. (6) Given the reactants [OH:1][C:2]1[CH:3]=[C:4]2[C:9](=[CH:10][CH:11]=1)[CH:8]=[C:7]([C@:12]1([CH3:18])[CH2:16][O:15][C:14](=[O:17])[NH:13]1)[CH:6]=[CH:5]2.O1CCCC1.[CH2:24]([CH:27]1[CH2:32][CH2:31][CH:30](O)[CH2:29][CH2:28]1)[CH2:25][CH3:26].C1(P(C2C=CC=CC=2)C2C=CC=CC=2)C=CC=CC=1.N(C(OC(C)C)=O)=NC(OC(C)C)=O, predict the reaction product. The product is: [CH3:18][C@@:12]1([C:7]2[CH:6]=[CH:5][C:4]3[C:9](=[CH:10][CH:11]=[C:2]([O:1][CH:30]4[CH2:31][CH2:32][CH:27]([CH2:24][CH2:25][CH3:26])[CH2:28][CH2:29]4)[CH:3]=3)[CH:8]=2)[CH2:16][O:15][C:14](=[O:17])[NH:13]1. (7) Given the reactants [CH3:1][N:2]1[C:10]2[C:5](=[CH:6][C:7]([CH3:11])=[CH:8][CH:9]=2)[C:4]([C:12]([N:14]2[CH2:19][CH2:18][N:17]([C:20]3[N:21]=[CH:22][C:23]([C:26]([OH:28])=O)=[N:24][CH:25]=3)[CH2:16][CH2:15]2)=[O:13])=[C:3]1[C:29]1[CH:34]=[CH:33][CH:32]=[CH:31][CH:30]=1.[ClH:35].OC1C2N=NNC=2C=CC=1.[CH3:46][C:47]1[N:48]=[CH:49][S:50][C:51]=1[CH2:52][CH2:53][NH2:54], predict the reaction product. The product is: [ClH:35].[ClH:35].[ClH:35].[CH3:1][N:2]1[C:10]2[C:5](=[CH:6][C:7]([CH3:11])=[CH:8][CH:9]=2)[C:4]([C:12]([N:14]2[CH2:15][CH2:16][N:17]([C:20]3[N:21]=[CH:22][C:23]([C:26]([NH:54][CH2:53][CH2:52][C:51]4[S:50][CH:49]=[N:48][C:47]=4[CH3:46])=[O:28])=[N:24][CH:25]=3)[CH2:18][CH2:19]2)=[O:13])=[C:3]1[C:29]1[CH:34]=[CH:33][CH:32]=[CH:31][CH:30]=1.